Dataset: Full USPTO retrosynthesis dataset with 1.9M reactions from patents (1976-2016). Task: Predict the reactants needed to synthesize the given product. (1) Given the product [F:9][C:6]1[CH:5]=[C:4]([C@H:10]2[NH:15][C@@H:14]([C:16]([OH:18])([CH3:19])[CH3:17])[CH2:13][O:12][CH2:11]2)[CH:3]=[C:2]([F:1])[C:7]=1[F:8], predict the reactants needed to synthesize it. The reactants are: [F:1][C:2]1[CH:3]=[C:4]([C@H:10]2[NH:15][C@@H:14]([C:16](=[O:18])[CH3:17])[CH2:13][O:12][CH2:11]2)[CH:5]=[C:6]([F:9])[C:7]=1[F:8].[CH3:19][Mg]Br. (2) The reactants are: [CH3:1][N:2]1[CH2:6][CH2:5][C:4]2([CH2:11][CH2:10][N:9](C(OC(C)(C)C)=O)[CH2:8][CH2:7]2)[CH2:3]1.[ClH:19]. Given the product [ClH:19].[CH3:1][N:2]1[CH2:6][CH2:5][C:4]2([CH2:11][CH2:10][NH:9][CH2:8][CH2:7]2)[CH2:3]1, predict the reactants needed to synthesize it. (3) The reactants are: C(O[BH-](OC(=O)C)OC(=O)C)(=O)C.[Na+].[NH2:15][C:16]([CH3:46])([CH3:45])[CH2:17][O:18][C:19]1[CH:24]=[CH:23][C:22]([NH:25][C:26](=[O:37])[C:27]2[CH:32]=[CH:31][CH:30]=[C:29]([C:33]([F:36])([F:35])[F:34])[CH:28]=2)=[CH:21][C:20]=1[C:38]1[N:39]([CH3:44])[N:40]=[CH:41][C:42]=1[Cl:43].[CH:47](=O)[CH2:48][CH2:49][CH3:50].C(Cl)(=O)C. Given the product [CH2:47]([NH:15][C:16]([CH3:46])([CH3:45])[CH2:17][O:18][C:19]1[CH:24]=[CH:23][C:22]([NH:25][C:26](=[O:37])[C:27]2[CH:32]=[CH:31][CH:30]=[C:29]([C:33]([F:36])([F:34])[F:35])[CH:28]=2)=[CH:21][C:20]=1[C:38]1[N:39]([CH3:44])[N:40]=[CH:41][C:42]=1[Cl:43])[CH2:48][CH2:49][CH3:50], predict the reactants needed to synthesize it. (4) Given the product [ClH:31].[NH2:7][C@H:8]1[CH2:13][C@@H:12]([C:14]2[C:19]([F:20])=[CH:18][CH:17]=[C:16]([F:21])[C:15]=2[F:22])[C@@H:11]([CH3:23])[N:10]([CH2:24][C:25]([F:28])([F:27])[F:26])[C:9]1=[O:29], predict the reactants needed to synthesize it. The reactants are: C(OC(=O)[NH:7][C@H:8]1[CH2:13][C@@H:12]([C:14]2[C:19]([F:20])=[CH:18][CH:17]=[C:16]([F:21])[C:15]=2[F:22])[C@@H:11]([CH3:23])[N:10]([CH2:24][C:25]([F:28])([F:27])[F:26])[C:9]1=[O:29])(C)(C)C.[ClH:31]. (5) Given the product [CH3:1][C:2]1([CH3:20])[O:7][C:6](=[S:30])[NH:5][C:4]2[CH:9]=[CH:10][C:11]([C:13]3[S:17][CH:16]=[C:15]([C:18]#[N:19])[CH:14]=3)=[CH:12][C:3]1=2, predict the reactants needed to synthesize it. The reactants are: [CH3:1][C:2]1([CH3:20])[O:7][C:6](=O)[NH:5][C:4]2[CH:9]=[CH:10][C:11]([C:13]3[S:17][CH:16]=[C:15]([C:18]#[N:19])[CH:14]=3)=[CH:12][C:3]1=2.COC1C=CC(P2(SP(C3C=CC(OC)=CC=3)(=S)S2)=[S:30])=CC=1. (6) Given the product [F:24][C:22]1[CH:21]=[CH:20][C:18]2[S:19][C:15]([S:12]([NH:11][C:8]3[CH:9]=[CH:10][C:5]([C:3]4[N:44]=[C:41]([CH3:42])[S:43][CH:2]=4)=[CH:6][C:7]=3[S:26]([CH3:29])(=[O:28])=[O:27])(=[O:13])=[O:14])=[C:16]([CH3:25])[C:17]=2[CH:23]=1, predict the reactants needed to synthesize it. The reactants are: Br[CH2:2][C:3]([C:5]1[CH:10]=[CH:9][C:8]([NH:11][S:12]([C:15]2[S:19][C:18]3[CH:20]=[CH:21][C:22]([F:24])=[CH:23][C:17]=3[C:16]=2[CH3:25])(=[O:14])=[O:13])=[C:7]([S:26]([CH3:29])(=[O:28])=[O:27])[CH:6]=1)=O.O1CCOCC1.C(=O)([O-])O.[Na+].[C:41]([NH2:44])(=[S:43])[CH3:42].